Dataset: Forward reaction prediction with 1.9M reactions from USPTO patents (1976-2016). Task: Predict the product of the given reaction. (1) Given the reactants [OH:1][CH2:2][C:3]1([CH2:6][C:7]#N)[CH2:5][CH2:4]1.[OH-:9].[K+].[CH2:11]([OH:13])C, predict the reaction product. The product is: [OH:1][CH2:2][C:3]1([CH2:6][C:7]([O:13][CH3:11])=[O:9])[CH2:5][CH2:4]1. (2) The product is: [C:1]([O:5][C:6]([N:8]1[CH2:13][C@H:12]([CH2:14][Cl:50])[N:11]([CH2:16][C:17]([N:19]2[C:27]3[CH:26]=[C:25]([CH2:28][C:29]4[CH:34]=[CH:33][CH:32]=[CH:31][C:30]=4[F:35])[N:24]=[CH:23][C:22]=3[C:21]([CH3:37])([CH3:36])[CH2:20]2)=[O:18])[CH2:10][C@H:9]1[CH3:38])=[O:7])([CH3:4])([CH3:3])[CH3:2]. Given the reactants [C:1]([O:5][C:6]([N:8]1[CH2:13][C@H:12]([CH2:14]O)[N:11]([CH2:16][C:17]([N:19]2[C:27]3[CH:26]=[C:25]([CH2:28][C:29]4[CH:34]=[CH:33][CH:32]=[CH:31][C:30]=4[F:35])[N:24]=[CH:23][C:22]=3[C:21]([CH3:37])([CH3:36])[CH2:20]2)=[O:18])[CH2:10][C@H:9]1[CH3:38])=[O:7])([CH3:4])([CH3:3])[CH3:2].C(N(CC)CC)C.CS([Cl:50])(=O)=O, predict the reaction product. (3) Given the reactants [CH3:1][C:2]1[N:7]=[C:6]([C:8]2[C:9]([C:16]3[CH:17]=[CH:18][C:19]4[N:23]=[CH:22][N:21]([CH2:24][CH2:25][CH2:26][O:27]C5CCCCO5)[C:20]=4[CH:34]=3)=[C:10]3[CH2:15][CH2:14][CH2:13][N:11]3[N:12]=2)[CH:5]=[CH:4][CH:3]=1, predict the reaction product. The product is: [CH3:1][C:2]1[N:7]=[C:6]([C:8]2[C:9]([C:16]3[CH:17]=[CH:18][C:19]4[N:23]=[CH:22][N:21]([CH2:24][CH2:25][CH2:26][OH:27])[C:20]=4[CH:34]=3)=[C:10]3[CH2:15][CH2:14][CH2:13][N:11]3[N:12]=2)[CH:5]=[CH:4][CH:3]=1. (4) Given the reactants C(OC([NH:8][CH2:9][CH:10]([C:12]1([C:25]([O:27]C)=O)[CH2:17][CH2:16][N:15]([C:18]([O:20][C:21]([CH3:24])([CH3:23])[CH3:22])=[O:19])[CH2:14][CH2:13]1)[OH:11])=O)(C)(C)C.C(O)(C(F)(F)F)=O.C(=O)([O-])[O-].[K+].[K+].C([O-])(O)=O.[Na+].O(C(OC(C)(C)C)=O)C(OC(C)(C)C)=O, predict the reaction product. The product is: [OH:11][CH:10]1[C:12]2([CH2:17][CH2:16][N:15]([C:18]([O:20][C:21]([CH3:24])([CH3:23])[CH3:22])=[O:19])[CH2:14][CH2:13]2)[C:25](=[O:27])[NH:8][CH2:9]1. (5) Given the reactants [CH2:1]([C:3]1[CH:12]=[CH:11][C:6]([C:7]([O:9][CH3:10])=[O:8])=[CH:5][N:4]=1)[CH3:2], predict the reaction product. The product is: [CH2:1]([CH:3]1[NH:4][CH2:5][CH:6]([C:7]([O:9][CH3:10])=[O:8])[CH2:11][CH2:12]1)[CH3:2]. (6) Given the reactants [OH-].[Na+].[O:3]1[CH2:7][CH2:6][O:5][CH:4]1[CH2:8][CH2:9][CH2:10][C:11](=[O:17])[C:12]([O:14]CC)=[O:13].S(=O)(=O)(O)[O-].[K+], predict the reaction product. The product is: [O:3]1[CH2:7][CH2:6][O:5][CH:4]1[CH2:8][CH2:9][CH2:10][C:11](=[O:17])[C:12]([OH:14])=[O:13].